This data is from Full USPTO retrosynthesis dataset with 1.9M reactions from patents (1976-2016). The task is: Predict the reactants needed to synthesize the given product. (1) Given the product [ClH:34].[Br:1][C:2]1[CH:7]=[C:6]([C:8]([F:11])([F:10])[F:9])[CH:5]=[CH:4][C:3]=1[C:12]1[CH:21]=[CH:20][CH:19]=[C:18]2[C:13]=1[CH2:14][CH2:15][NH:16][CH2:17]2, predict the reactants needed to synthesize it. The reactants are: [Br:1][C:2]1[CH:7]=[C:6]([C:8]([F:11])([F:10])[F:9])[CH:5]=[CH:4][C:3]=1[C:12]1[CH:21]=[CH:20][CH:19]=[C:18]2[C:13]=1[CH2:14][CH2:15][N:16](C(OC(C)(C)C)=O)[CH2:17]2.CO.C([Cl:34])(=O)C. (2) Given the product [C:5]([OH:6])(=[O:8])[CH:32]=[CH2:33].[CH:10]([CH:32]=[CH2:33])=[O:13], predict the reactants needed to synthesize it. The reactants are: [P].[As].[B].[Al].[C:5](=[O:8])([O-])[O-:6].[Bi+3].[C:10](=[O:13])([O-])[O-].C(=O)([O-])[O-].[Bi+3].[N+]([O-])([O-])=O.[Bi+3].[N+]([O-])([O-])=O.[N+]([O-])([O-])=O.[CH2:32]=[CH:33]C. (3) Given the product [CH3:39][N:12]([CH3:11])[C:13]1[CH:14]=[C:15]([CH:36]=[CH:37][CH:38]=1)[C:16]([NH:18][C:19]1[CH:20]=[CH:21][C:22]([CH3:35])=[C:23]([NH:25][C:26](=[O:34])[C:27]2[CH:32]=[CH:31][C:30]([O:33][CH2:2][CH2:3][CH2:4][N:5]3[CH2:10][CH2:9][O:8][CH2:7][CH2:6]3)=[CH:29][CH:28]=2)[CH:24]=1)=[O:17], predict the reactants needed to synthesize it. The reactants are: Cl[CH2:2][CH2:3][CH2:4][N:5]1[CH2:10][CH2:9][O:8][CH2:7][CH2:6]1.[CH3:11][N:12]([CH3:39])[C:13]1[CH:14]=[C:15]([CH:36]=[CH:37][CH:38]=1)[C:16]([NH:18][C:19]1[CH:20]=[CH:21][C:22]([CH3:35])=[C:23]([NH:25][C:26](=[O:34])[C:27]2[CH:32]=[CH:31][C:30]([OH:33])=[CH:29][CH:28]=2)[CH:24]=1)=[O:17].C(=O)([O-])[O-].[K+].[K+].CC(N(C)C)=O.